Dataset: Forward reaction prediction with 1.9M reactions from USPTO patents (1976-2016). Task: Predict the product of the given reaction. The product is: [Cl:1][C:2]1[CH:3]=[C:4]([C:8]2[C:13]3[N:14]([CH2:25][C@H:26]4[CH2:27][CH2:28][C@H:29]([CH3:32])[CH2:30][CH2:31]4)[C:15]([N:17]([CH3:24])[C:18]4[CH:19]=[CH:20][CH:21]=[CH:22][CH:23]=4)=[N:16][C:12]=3[CH:11]=[C:10]([C:42]([OH:43])=[O:39])[N:9]=2)[CH:5]=[N:6][CH:7]=1. Given the reactants [Cl:1][C:2]1[CH:3]=[C:4]([C:8]2[C:13]3[N:14]([CH2:25][C@H:26]4[CH2:31][CH2:30][C@H:29]([CH3:32])[CH2:28][CH2:27]4)[C:15]([N:17]([CH3:24])[C:18]4[CH:23]=[CH:22][CH:21]=[CH:20][CH:19]=4)=[N:16][C:12]=3[CH:11]=[C:10](C3NC(=O)ON=3)[N:9]=2)[CH:5]=[N:6][CH:7]=1.[OH-:39].[Na+].Cl.[CH3:42][OH:43], predict the reaction product.